Dataset: Forward reaction prediction with 1.9M reactions from USPTO patents (1976-2016). Task: Predict the product of the given reaction. (1) Given the reactants [OH:1][N:2]=[CH:3][C:4]1[CH:9]=[CH:8][C:7]([C@@H:10]2[CH2:15][O:14][CH2:13][CH2:12][N:11]2[C:16]([O:18][C:19]([CH3:22])([CH3:21])[CH3:20])=[O:17])=[CH:6][CH:5]=1.[Cl:23]N1C(=O)CCC1=O, predict the reaction product. The product is: [Cl:23]/[C:3](/[C:4]1[CH:5]=[CH:6][C:7]([C@@H:10]2[CH2:15][O:14][CH2:13][CH2:12][N:11]2[C:16]([O:18][C:19]([CH3:22])([CH3:21])[CH3:20])=[O:17])=[CH:8][CH:9]=1)=[N:2]\[OH:1]. (2) Given the reactants [CH2:1]([C:8]1[S:12][C:11](Cl)=[N:10][C:9]=1[C:14]1[CH:19]=[CH:18][C:17]([O:20][CH3:21])=[CH:16][CH:15]=1)[C:2]1[CH:7]=[CH:6][CH:5]=[CH:4][CH:3]=1.O[Li].[OH2:24].[NH:25]1[CH2:30][CH2:29]N[CH2:27][CH2:26]1.CN(C=[O:35])C, predict the reaction product. The product is: [CH2:1]([C:8]1[S:12][C:11]([N:25]([CH2:30][CH2:29][OH:35])[CH2:26][CH2:27][OH:24])=[N:10][C:9]=1[C:14]1[CH:19]=[CH:18][C:17]([O:20][CH3:21])=[CH:16][CH:15]=1)[C:2]1[CH:7]=[CH:6][CH:5]=[CH:4][CH:3]=1. (3) The product is: [CH:16]1([C:3]2[CH:8]=[CH:7][CH:6]=[CH:5][C:4]=2[C:9]2[O:10][CH2:11][C:12]([CH3:15])([CH3:14])[N:13]=2)[CH2:18][CH2:17]1. Given the reactants CO[C:3]1[CH:8]=[CH:7][CH:6]=[CH:5][C:4]=1[C:9]1[O:10][CH2:11][C:12]([CH3:15])([CH3:14])[N:13]=1.[CH:16]1([Mg]Br)[CH2:18][CH2:17]1, predict the reaction product.